This data is from Forward reaction prediction with 1.9M reactions from USPTO patents (1976-2016). The task is: Predict the product of the given reaction. (1) Given the reactants [F:1][C:2]1[CH:3]=[C:4]([C:14]2[CH:19]=[CH:18][C:17]([O:20][CH2:21][C:22]3[CH:23]=[C:24]([CH:39]=[CH:40][CH:41]=3)[C:25]([N:27]3[CH2:38][CH2:37][CH2:36][C@H:28]3[C:29]([O:31]C(C)(C)C)=[O:30])=[O:26])=[CH:16][CH:15]=2)[CH:5]=[C:6]([O:9][CH2:10][C:11](=[O:13])[CH3:12])[C:7]=1[F:8].[BH4-].[Na+].[Cl-].[NH4+], predict the reaction product. The product is: [F:1][C:2]1[CH:3]=[C:4]([C:14]2[CH:15]=[CH:16][C:17]([O:20][CH2:21][C:22]3[CH:23]=[C:24]([CH:39]=[CH:40][CH:41]=3)[C:25]([N:27]3[CH2:38][CH2:37][CH2:36][C@H:28]3[C:29]([OH:31])=[O:30])=[O:26])=[CH:18][CH:19]=2)[CH:5]=[C:6]([O:9][CH2:10][CH:11]([OH:13])[CH3:12])[C:7]=1[F:8]. (2) Given the reactants [CH3:1][O:2][C:3]1[CH:4]=[C:5]([CH:9]=[C:10]([CH2:12][CH2:13][CH:14]([CH3:16])[CH3:15])[N:11]=1)[C:6]([OH:8])=O.CC1(C)[O:22][C@H:21]([CH2:23][O:24][C:25]2[C:34]([CH3:35])=[CH:33][C:28]([C:29]([NH:31]O)=[NH:30])=[CH:27][C:26]=2[CH2:36][CH3:37])[CH2:20][O:19]1, predict the reaction product. The product is: [CH2:36]([C:26]1[CH:27]=[C:28]([C:29]2[N:31]=[C:6]([C:5]3[CH:9]=[C:10]([CH2:12][CH2:13][CH:14]([CH3:16])[CH3:15])[N:11]=[C:3]([O:2][CH3:1])[CH:4]=3)[O:8][N:30]=2)[CH:33]=[C:34]([CH3:35])[C:25]=1[O:24][CH2:23][C@@H:21]([OH:22])[CH2:20][OH:19])[CH3:37]. (3) Given the reactants Br[C:2]1[CH:7]=[CH:6][C:5]([N:8]([CH2:13][C:14]([OH:16])=[O:15])[S:9]([CH3:12])(=[O:11])=[O:10])=[CH:4][CH:3]=1.[C:17]([C:19]1[CH:24]=[CH:23][C:22](B(O)O)=[CH:21][CH:20]=1)#[N:18].C(=O)([O-])[O-].[Na+].[Na+], predict the reaction product. The product is: [C:17]([C:19]1[CH:24]=[CH:23][C:22]([C:2]2[CH:7]=[CH:6][C:5]([N:8]([CH2:13][C:14]([OH:16])=[O:15])[S:9]([CH3:12])(=[O:11])=[O:10])=[CH:4][CH:3]=2)=[CH:21][CH:20]=1)#[N:18]. (4) Given the reactants [CH3:1][O:2][C:3]([O:12][CH3:13])([CH3:11])[C:4](=[O:10])[CH2:5][C:6]([O:8][CH3:9])=[O:7].C(Cl)[Cl:15], predict the reaction product. The product is: [Cl:15][CH:5]([C:4](=[O:10])[C:3]([O:2][CH3:1])([O:12][CH3:13])[CH3:11])[C:6]([O:8][CH3:9])=[O:7]. (5) The product is: [CH3:1][O:2][C:3]1[CH:4]=[C:5]([CH:15]=[CH:16][CH:17]=1)[O:6][C:7]1[CH:14]=[CH:13][C:10]([CH2:11][NH2:12])=[CH:9][CH:8]=1. Given the reactants [CH3:1][O:2][C:3]1[CH:4]=[C:5]([CH:15]=[CH:16][CH:17]=1)[O:6][C:7]1[CH:14]=[CH:13][C:10]([C:11]#[N:12])=[CH:9][CH:8]=1.[H-].[Al+3].[Li+].[H-].[H-].[H-].C1COCC1.[OH-].[Na+], predict the reaction product. (6) Given the reactants [CH:1]1([C:5]2[O:9][C:8]([NH:10][C:11]3[CH:16]=[CH:15][C:14]([C:17]4[CH:22]=[CH:21][C:20]([C:23]56[CH2:30][CH2:29][C:26]([CH2:31][C:32]([O:34]C)=[O:33])([CH2:27][CH2:28]5)[O:25][CH2:24]6)=[CH:19][CH:18]=4)=[CH:13][CH:12]=3)=[N:7][N:6]=2)[CH2:4][CH2:3][CH2:2]1.[OH-].[Na+], predict the reaction product. The product is: [CH:1]1([C:5]2[O:9][C:8]([NH:10][C:11]3[CH:12]=[CH:13][C:14]([C:17]4[CH:22]=[CH:21][C:20]([C:23]56[CH2:28][CH2:27][C:26]([CH2:31][C:32]([OH:34])=[O:33])([CH2:29][CH2:30]5)[O:25][CH2:24]6)=[CH:19][CH:18]=4)=[CH:15][CH:16]=3)=[N:7][N:6]=2)[CH2:2][CH2:3][CH2:4]1. (7) Given the reactants [CH3:1][N:2]([C:22]1[CH:27]=[CH:26][CH:25]=[CH:24][CH:23]=1)[C:3](=[O:21])[CH2:4][N:5]1[C:9]2[CH:10]=[C:11]([C:14]3[CH:19]=[CH:18][CH:17]=[CH:16][CH:15]=3)[CH:12]=[CH:13][C:8]=2[NH:7][C:6]1=[O:20].[CH2:28](O)[CH2:29][CH2:30][CH3:31].C1(P(C2C=CC=CC=2)C2C=CC=CC=2)C=CC=CC=1.N(C(OCC)=O)=NC(OCC)=O, predict the reaction product. The product is: [CH2:28]([N:7]1[C:8]2[CH:13]=[CH:12][C:11]([C:14]3[CH:19]=[CH:18][CH:17]=[CH:16][CH:15]=3)=[CH:10][C:9]=2[N:5]([CH2:4][C:3]([N:2]([CH3:1])[C:22]2[CH:27]=[CH:26][CH:25]=[CH:24][CH:23]=2)=[O:21])[C:6]1=[O:20])[CH2:29][CH2:30][CH3:31].